This data is from Catalyst prediction with 721,799 reactions and 888 catalyst types from USPTO. The task is: Predict which catalyst facilitates the given reaction. (1) Reactant: [NH2:1][C:2]([C:4]1[CH:9]=[C:8]([F:10])[CH:7]=[CH:6][C:5]=1[NH:11][C:12](=O)[C:13]([O:15][CH2:16][CH3:17])=[O:14])=[O:3].CC[O-].[Na+].Cl. Product: [F:10][C:8]1[CH:9]=[C:4]2[C:5](=[CH:6][CH:7]=1)[N:11]=[C:12]([C:13]([O:15][CH2:16][CH3:17])=[O:14])[NH:1][C:2]2=[O:3]. The catalyst class is: 8. (2) Reactant: [Cl:1][C:2]1[CH:10]=[CH:9][CH:8]=[C:7]2[C:3]=1[C:4]([C:17]([OH:19])=O)=[CH:5][N:6]2[CH2:11][CH:12]1[CH2:16][CH2:15][CH2:14][O:13]1.Cl.[NH2:21][CH2:22][C:23]1([OH:33])[CH2:28][CH2:27][CH2:26][CH:25]([C:29]([F:32])([F:31])[F:30])[CH2:24]1.C(Cl)CCl.N1(O)C2C=CC=CC=2N=N1.C(N(C(C)C)C(C)C)C. Product: [Cl:1][C:2]1[CH:10]=[CH:9][CH:8]=[C:7]2[C:3]=1[C:4]([C:17]([NH:21][CH2:22][C:23]1([OH:33])[CH2:28][CH2:27][CH2:26][CH:25]([C:29]([F:31])([F:32])[F:30])[CH2:24]1)=[O:19])=[CH:5][N:6]2[CH2:11][CH:12]1[CH2:16][CH2:15][CH2:14][O:13]1. The catalyst class is: 9. (3) Reactant: [C:1]([OH:7])(=[O:6])[CH2:2][C:3]([CH3:5])=[O:4].[Cl:8][C:9]1[CH:10]=[C:11]([CH:14]=[CH:15][CH:16]=1)[CH:12]=O.N1CCC[CH2:19][CH2:18]1.C(O)(=O)C. Product: [CH2:18]([O:6][C:1](=[O:7])[C:2]([C:3](=[O:4])[CH3:5])=[CH:12][C:11]1[CH:14]=[CH:15][CH:16]=[C:9]([Cl:8])[CH:10]=1)[CH3:19]. The catalyst class is: 41. (4) Reactant: [CH:1]1([N:6]2[C:11]3[N:12]=[C:13](S(C)=O)[N:14]=[CH:15][C:10]=3[CH:9]=[C:8]([CH2:19][CH3:20])[C:7]2=[O:21])[CH2:5][CH2:4][CH2:3][CH2:2]1.[C:22]([O:26][C:27]([N:29]1[CH2:34][CH2:33][N:32]([C:35]2[CH:36]=[N:37][C:38]([NH2:41])=[CH:39][CH:40]=2)[CH2:31][CH2:30]1)=[O:28])([CH3:25])([CH3:24])[CH3:23]. Product: [C:22]([O:26][C:27]([N:29]1[CH2:34][CH2:33][N:32]([C:35]2[CH:36]=[N:37][C:38]([NH:41][C:13]3[N:14]=[CH:15][C:10]4[CH:9]=[C:8]([CH2:19][CH3:20])[C:7](=[O:21])[N:6]([CH:1]5[CH2:5][CH2:4][CH2:3][CH2:2]5)[C:11]=4[N:12]=3)=[CH:39][CH:40]=2)[CH2:31][CH2:30]1)=[O:28])([CH3:25])([CH3:23])[CH3:24]. The catalyst class is: 11. (5) Reactant: Br[C:2]1[N:3]=[C:4]([N:23]([C:33]([O:35][C:36]([CH3:39])([CH3:38])[CH3:37])=[O:34])[CH2:24][C:25]2[C:30]([Cl:31])=[CH:29][CH:28]=[CH:27][C:26]=2[Cl:32])[C:5]([N:8]([C:16]([O:18][C:19]([CH3:22])([CH3:21])[CH3:20])=[O:17])[C:9]([O:11][C:12]([CH3:15])([CH3:14])[CH3:13])=[O:10])=[N:6][CH:7]=1.CC1(C)C(C)(C)OB([C:48]2[CH:49]=[C:50]([CH2:54][CH2:55][OH:56])[CH:51]=[CH:52][CH:53]=2)O1.C([O-])([O-])=O.[Na+].[Na+]. Product: [C:36]([O:35][C:33]([N:23]([CH2:24][C:25]1[C:26]([Cl:32])=[CH:27][CH:28]=[CH:29][C:30]=1[Cl:31])[C:4]1[C:5]([N:8]([C:9]([O:11][C:12]([CH3:13])([CH3:14])[CH3:15])=[O:10])[C:16]([O:18][C:19]([CH3:20])([CH3:21])[CH3:22])=[O:17])=[N:6][CH:7]=[C:2]([C:48]2[CH:53]=[CH:52][CH:51]=[C:50]([CH2:54][CH2:55][OH:56])[CH:49]=2)[N:3]=1)=[O:34])([CH3:37])([CH3:38])[CH3:39]. The catalyst class is: 57. (6) Reactant: [CH3:1][O:2][C:3]1[CH:40]=[CH:39][C:6]([CH2:7][O:8][CH2:9][C@@H:10]([N:12]2[CH2:19][C@@H:18]([CH3:20])[C@H:17]([CH2:21][N:22]([CH3:30])[C:23](=[O:29])[O:24][C:25]([CH3:28])([CH3:27])[CH3:26])[O:16][C:15]3[C:31]([N+:35]([O-])=O)=[CH:32][CH:33]=[CH:34][C:14]=3[C:13]2=[O:38])[CH3:11])=[CH:5][CH:4]=1. Product: [NH2:35][C:31]1[C:15]2[O:16][C@@H:17]([CH2:21][N:22]([CH3:30])[C:23](=[O:29])[O:24][C:25]([CH3:28])([CH3:27])[CH3:26])[C@H:18]([CH3:20])[CH2:19][N:12]([C@@H:10]([CH3:11])[CH2:9][O:8][CH2:7][C:6]3[CH:39]=[CH:40][C:3]([O:2][CH3:1])=[CH:4][CH:5]=3)[C:13](=[O:38])[C:14]=2[CH:34]=[CH:33][CH:32]=1. The catalyst class is: 50. (7) Product: [Cl:1][CH2:2][C@H:3]1[C:11]2[C:10]3[CH:12]=[CH:13][CH:14]=[CH:15][C:9]=3[C:8]([O:16][C:17]([N:19]3[CH2:20][CH2:21][N:22]([CH3:25])[CH2:23][CH2:24]3)=[O:18])=[CH:7][C:6]=2[N:5]([C:26](=[O:102])[CH2:27][CH2:28][CH2:29][CH2:30][CH2:31][O:32][C:33]2[C:34]([O:100][CH3:101])=[CH:35][C:36]3[C:42](=[O:43])[N:41]4[CH2:44][CH2:45][CH2:46][CH:40]4[C@H:39]([OH:47])[N:38]([C:48]([O:50][CH2:51][C:52]4[CH:57]=[CH:56][C:55]([NH:58][C:59](=[O:98])[C@@H:60]([NH:73][C:74](=[O:97])[C@@H:75]([NH2:79])[CH:76]([CH3:77])[CH3:78])[CH2:61][CH2:62][CH2:63][CH2:64][NH:65][C:66]([O:68][C:69]([CH3:70])([CH3:72])[CH3:71])=[O:67])=[CH:54][CH:53]=4)=[O:49])[C:37]=3[CH:99]=2)[CH2:4]1. The catalyst class is: 80. Reactant: [Cl:1][CH2:2][C@H:3]1[C:11]2[C:10]3[CH:12]=[CH:13][CH:14]=[CH:15][C:9]=3[C:8]([O:16][C:17]([N:19]3[CH2:24][CH2:23][N:22]([CH3:25])[CH2:21][CH2:20]3)=[O:18])=[CH:7][C:6]=2[N:5]([C:26](=[O:102])[CH2:27][CH2:28][CH2:29][CH2:30][CH2:31][O:32][C:33]2[C:34]([O:100][CH3:101])=[CH:35][C:36]3[C:42](=[O:43])[N:41]4[CH2:44][CH2:45][CH2:46][CH:40]4[C@H:39]([OH:47])[N:38]([C:48]([O:50][CH2:51][C:52]4[CH:57]=[CH:56][C:55]([NH:58][C:59](=[O:98])[C@@H:60]([NH:73][C:74](=[O:97])[C@@H:75]([NH:79]C(OCC5C6C=CC=CC=6C6C5=CC=CC=6)=O)[CH:76]([CH3:78])[CH3:77])[CH2:61][CH2:62][CH2:63][CH2:64][NH:65][C:66]([O:68][C:69]([CH3:72])([CH3:71])[CH3:70])=[O:67])=[CH:54][CH:53]=4)=[O:49])[C:37]=3[CH:99]=2)[CH2:4]1.N1CCCCC1. (8) Product: [Cl:10][C:9]1[N:8]=[C:15]([Cl:16])[N:14]=[C:12]([O:6][CH2:5][CH:3]2[CH2:4][C:2]2([F:7])[F:1])[N:11]=1. Reactant: [F:1][C:2]1([F:7])[CH2:4][CH:3]1[CH2:5][OH:6].[N:8]1[C:15]([Cl:16])=[N:14][C:12](Cl)=[N:11][C:9]=1[Cl:10].CCN(C(C)C)C(C)C. The catalyst class is: 1. (9) Product: [C@@H:63]([C@@H:62]([C:61](=[O:68])[N:60]([CH2:69][CH2:70][CH3:71])[C@@H:56]([CH:57]([CH3:58])[CH3:59])[CH2:55][C@H:54]([C:72]1[S:73][CH:74]=[C:75]([C:77]([NH:79][C@@H:80]([CH2:88][C:89]2[CH:94]=[CH:93][CH:92]=[CH:91][CH:90]=2)[CH2:81][C:82]([CH3:86])([CH3:87])[C:83]([OH:85])=[O:84])=[O:78])[N:76]=1)[O:53][C:50](=[O:52])[CH3:51])[NH:67][C:10](=[O:12])[C@@H:9]([CH:13]([CH3:15])[CH3:14])[N:8]([CH3:16])[C:6](=[O:7])[O:5][C:1]([CH3:2])([CH3:3])[CH3:4])([CH2:64][CH3:65])[CH3:66]. The catalyst class is: 3. Reactant: [C:1]([O:5][C:6]([N:8]([CH3:16])[C@H:9]([CH:13]([CH3:15])[CH3:14])[C:10]([OH:12])=O)=[O:7])([CH3:4])([CH3:3])[CH3:2].CN(C(ON1N=NC2C=CC=NC1=2)=[N+](C)C)C.F[P-](F)(F)(F)(F)F.CCN(C(C)C)C(C)C.[C:50]([O:53][C@@H:54]([C:72]1[S:73][CH:74]=[C:75]([C:77]([NH:79][C@@H:80]([CH2:88][C:89]2[CH:94]=[CH:93][CH:92]=[CH:91][CH:90]=2)[CH2:81][C:82]([CH3:87])([CH3:86])[C:83]([OH:85])=[O:84])=[O:78])[N:76]=1)[CH2:55][C@@H:56]([N:60]([CH2:69][CH2:70][CH3:71])[C:61](=[O:68])[C@@H:62]([NH2:67])[C@@H:63]([CH3:66])[CH2:64][CH3:65])[CH:57]([CH3:59])[CH3:58])(=[O:52])[CH3:51].C(O)(C(F)(F)F)=O. (10) Reactant: CCC1C2CC([CH:11]([OH:22])[C:12]3C4C(=CC=CC=4)N=CC=3)N(CC2)C1.N1C=CC=CC=1.[CH3:29][NH:30][C:31]([C:33]1[CH:42]=[CH:41][C:40]2[C:35](=[CH:36][CH:37]=[C:38]([C:43]([C:45]3[N:46]=[CH:47][N:48]([C:50]([C:63]4[CH:68]=[CH:67][CH:66]=[CH:65][CH:64]=4)([C:57]4[CH:62]=[CH:61][CH:60]=[CH:59][CH:58]=4)[C:51]4[CH:56]=[CH:55][CH:54]=[CH:53][CH:52]=4)[CH:49]=3)=[O:44])[CH:39]=2)[CH:34]=1)=[O:32].Cl.[O:70]1CC[CH2:72][CH2:71]1. Product: [OH:44][C@@:43]([C:38]1[CH:37]=[CH:36][C:35]2[C:40](=[CH:41][CH:42]=[C:33]([C:31]([NH:30][CH3:29])=[O:32])[CH:34]=2)[CH:39]=1)([C:45]1[N:46]=[CH:47][N:48]([C:50]([C:51]2[CH:56]=[CH:55][CH:54]=[CH:53][CH:52]=2)([C:57]2[CH:58]=[CH:59][CH:60]=[CH:61][CH:62]=2)[C:63]2[CH:68]=[CH:67][CH:66]=[CH:65][CH:64]=2)[CH:49]=1)[CH2:72][C:71]([O:22][CH2:11][CH3:12])=[O:70]. The catalyst class is: 13.